Dataset: Reaction yield outcomes from USPTO patents with 853,638 reactions. Task: Predict the reaction yield, written as a fraction of the theoretical maximum amount of product (1.0 means a 100% yield; for example, 0.34 means a 34% yield). (1) The reactants are [C:1]([O-:4])([O-])=O.[K+].[K+].[CH3:7][C:8]1[CH:13]=[CH:12][CH:11]=[C:10]([CH2:14][CH:15]=C)[C:9]=1[CH3:17].FC(F)(F)C(C)=O.OO. The catalyst is O.ClCCl.C(#N)C.C(N(CC([O-])=O)CC(O)=O)CN(CC([O-])=O)CC(O)=O.[Na+].[Na+]. The product is [CH3:17][C:9]1[C:8]([CH3:7])=[CH:13][CH:12]=[CH:11][C:10]=1[CH2:14][CH:15]1[CH2:1][O:4]1. The yield is 0.850. (2) The reactants are [CH2:1]([O:3][C:4](=[O:32])[C:5]([CH3:31])([CH3:30])[CH2:6][C:7]1[CH:12]=[CH:11][CH:10]=[C:9]([C:13](=O)[C:14]2[CH:19]=[CH:18][CH:17]=[C:16]([CH2:20][C:21]([C:24]([O:26][CH2:27][CH3:28])=[O:25])([CH3:23])[CH3:22])[CH:15]=2)[CH:8]=1)[CH3:2].[CH2:33]([SH:37])[CH2:34][CH2:35][SH:36].B(F)(F)F.CCOCC.[OH-].[Na+]. The catalyst is ClCCl. The product is [CH2:1]([O:3][C:4](=[O:32])[C:5]([CH3:31])([CH3:30])[CH2:6][C:7]1[CH:12]=[CH:11][CH:10]=[C:9]([C:13]2([C:14]3[CH:19]=[CH:18][CH:17]=[C:16]([CH2:20][C:21]([C:24]([O:26][CH2:27][CH3:28])=[O:25])([CH3:23])[CH3:22])[CH:15]=3)[S:37][CH2:33][CH2:34][CH2:35][S:36]2)[CH:8]=1)[CH3:2]. The yield is 0.860. (3) The reactants are [C:1]([CH:4]([CH2:32][CH2:33][C:34]([F:37])([CH3:36])[CH3:35])[CH2:5][CH:6]([O:28][C:29](=[O:31])[CH3:30])[CH:7]([NH:15][C:16]([C:18]1[CH:27]=[N:26][C:25]2[C:20](=[CH:21][CH:22]=[CH:23][CH:24]=2)[N:19]=1)=[O:17])[CH2:8][C:9]1[CH:14]=[CH:13][CH:12]=[CH:11][CH:10]=1)(=[O:3])[NH2:2].CO[CH:40](OC)[N:41]([CH3:43])[CH3:42]. The yield is 1.00. The catalyst is C(Cl)Cl.O. The product is [CH3:40][N:41]([CH:43]=[N:2][C:1]([CH:4]([CH2:32][CH2:33][C:34]([F:37])([CH3:36])[CH3:35])[CH2:5][CH:6]([O:28][C:29](=[O:31])[CH3:30])[CH:7]([NH:15][C:16]([C:18]1[CH:27]=[N:26][C:25]2[C:20](=[CH:21][CH:22]=[CH:23][CH:24]=2)[N:19]=1)=[O:17])[CH2:8][C:9]1[CH:10]=[CH:11][CH:12]=[CH:13][CH:14]=1)=[O:3])[CH3:42]. (4) The reactants are Br[C:2]1[CH:7]=[CH:6][C:5]([Br:8])=[CH:4][N:3]=1.C([Li])CCC.CN(C)[CH:16]=[O:17].[BH4-].[Na+]. The catalyst is O.CO.C1(C)C=CC=CC=1. The product is [Br:8][C:5]1[CH:6]=[CH:7][C:2]([CH2:16][OH:17])=[N:3][CH:4]=1. The yield is 0.592. (5) The reactants are [F:1][C:2]1[CH:3]=[C:4]2[C:12](=[C:13]([S:15]([CH3:18])(=[O:17])=[O:16])[CH:14]=1)[NH:11][C:10]1[C@@H:9]([CH2:19][C:20]([O:22][CH2:23][CH3:24])=[O:21])[CH2:8][CH2:7][CH2:6][C:5]2=1.C1(P(C2C=CC=CC=2)C2C=CC=CC=2)C=CC=CC=1.[Cl:44][C:45]1[CH:50]=[CH:49][C:48]([C@H:51](O)[CH3:52])=[CH:47][CH:46]=1.N(C(OC(C)(C)C)=O)=NC(OC(C)(C)C)=O. The catalyst is C1COCC1. The product is [Cl:44][C:45]1[CH:50]=[CH:49][C:48]([C@@H:51]([N:11]2[C:10]3[C@@H:9]([CH2:19][C:20]([O:22][CH2:23][CH3:24])=[O:21])[CH2:8][CH2:7][CH2:6][C:5]=3[C:4]3[C:12]2=[C:13]([S:15]([CH3:18])(=[O:17])=[O:16])[CH:14]=[C:2]([F:1])[CH:3]=3)[CH3:52])=[CH:47][CH:46]=1. The yield is -0.900. (6) The reactants are [Cl:1][C:2]1[CH:3]=[C:4]([C:10]2([C:30]([F:33])([F:32])[F:31])[O:14][N:13]=[C:12]([C:15]3[S:19][C:18]([C:20]([NH:22][CH2:23][C:24]([OH:26])=O)=[O:21])=[C:17]4[CH2:27][CH2:28][CH2:29][C:16]=34)[CH2:11]2)[CH:5]=[C:6]([Cl:9])[C:7]=1[F:8].C(N(CC)C(C)C)(C)C.[F:43][CH2:44][CH2:45][NH2:46].CN(C(ON1N=NC2C=CC=NC1=2)=[N+](C)C)C.F[P-](F)(F)(F)(F)F. The catalyst is C(#N)C. The product is [F:43][CH2:44][CH2:45][NH:46][C:24]([CH2:23][NH:22][C:20]([C:18]1[S:19][C:15]([C:12]2[CH2:11][C:10]([C:4]3[CH:5]=[C:6]([Cl:9])[C:7]([F:8])=[C:2]([Cl:1])[CH:3]=3)([C:30]([F:31])([F:32])[F:33])[O:14][N:13]=2)=[C:16]2[CH2:29][CH2:28][CH2:27][C:17]=12)=[O:21])=[O:26]. The yield is 0.920.